This data is from Reaction yield outcomes from USPTO patents with 853,638 reactions. The task is: Predict the reaction yield, written as a fraction of the theoretical maximum amount of product (1.0 means a 100% yield; for example, 0.34 means a 34% yield). (1) The reactants are [CH3:1][O:2][C:3]1[CH:4]=[C:5]([C:9](=[O:13])[C@H:10](O)[CH3:11])[CH:6]=[CH:7][CH:8]=1.CN(C1C2C(N(C)C)=CC=CC=2C=CC=1)C.S(OS(C(F)(F)F)(=O)=O)(C(F)(F)F)(=O)=O.[NH2:45][C:46]([CH3:50])([CH3:49])[CH2:47][OH:48]. The catalyst is C(Cl)Cl. The product is [CH3:1][O:2][C:3]1[CH:4]=[C:5]([C@:9]2([OH:13])[O:48][CH2:47][C:46]([CH3:50])([CH3:49])[NH:45][C@H:10]2[CH3:11])[CH:6]=[CH:7][CH:8]=1. The yield is 0.710. (2) The reactants are [CH2:1]([O:8][NH:9][C@H:10]1[CH2:15][N:14]([C:16]([O:18][C:19]([CH3:22])([CH3:21])[CH3:20])=[O:17])[C@H:13]([C:23](O)=[O:24])[CH2:12][CH2:11]1)[C:2]1[CH:7]=[CH:6][CH:5]=[CH:4][CH:3]=1.[S:27]([C:28]1[CH:33]=[CH:32][C:31]([N+:34]([O-:36])=[O:35])=[CH:30][N:29]=1)[S:27][C:28]1[CH:33]=[CH:32][C:31]([N+:34]([O-:36])=[O:35])=[CH:30][N:29]=1.C1(P(C2C=CC=CC=2)C2C=CC=CC=2)C=CC=CC=1.CCCCCC.C(OCC)(=O)C. The catalyst is ClCCl. The product is [CH2:1]([O:8][NH:9][C@H:10]1[CH2:15][N:14]([C:16]([O:18][C:19]([CH3:21])([CH3:20])[CH3:22])=[O:17])[C@H:13]([C:23]([S:27][C:28]2[CH:33]=[CH:32][C:31]([N+:34]([O-:36])=[O:35])=[CH:30][N:29]=2)=[O:24])[CH2:12][CH2:11]1)[C:2]1[CH:3]=[CH:4][CH:5]=[CH:6][CH:7]=1. The yield is 0.940. (3) The reactants are [CH3:1][O:2][C:3]1[N:8]=[C:7]([C:9]([NH:11][CH3:12])=[O:10])[CH:6]=[CH:5][C:4]=1[N+:13]([O-])=O. The catalyst is CO.[Pd]. The product is [NH2:13][C:4]1[CH:5]=[CH:6][C:7]([C:9]([NH:11][CH3:12])=[O:10])=[N:8][C:3]=1[O:2][CH3:1]. The yield is 0.970.